This data is from TCR-epitope binding with 47,182 pairs between 192 epitopes and 23,139 TCRs. The task is: Binary Classification. Given a T-cell receptor sequence (or CDR3 region) and an epitope sequence, predict whether binding occurs between them. The epitope is RPRGEVRFL. The TCR CDR3 sequence is CASSPGGALNEKLFF. Result: 0 (the TCR does not bind to the epitope).